Dataset: Forward reaction prediction with 1.9M reactions from USPTO patents (1976-2016). Task: Predict the product of the given reaction. Given the reactants [CH:1]([C:3]1[CH:4]=[N:5][CH:6]=[CH:7][C:8]=1[C:9]1[CH:10]=[C:11]([CH:14]=[CH:15][CH:16]=1)[C:12]#[N:13])=[O:2].[C:17]([C:21]1[CH:26]=[CH:25][C:24]([Mg]Br)=[CH:23][CH:22]=1)([CH3:20])([CH3:19])[CH3:18], predict the reaction product. The product is: [C:17]([C:21]1[CH:26]=[CH:25][C:24]([CH:1]([OH:2])[C:3]2[CH:4]=[N:5][CH:6]=[CH:7][C:8]=2[C:9]2[CH:10]=[C:11]([CH:14]=[CH:15][CH:16]=2)[C:12]#[N:13])=[CH:23][CH:22]=1)([CH3:20])([CH3:19])[CH3:18].